From a dataset of Catalyst prediction with 721,799 reactions and 888 catalyst types from USPTO. Predict which catalyst facilitates the given reaction. (1) Reactant: [Cl:1][C:2]1[CH:7]=[C:6]([C:8]2[CH:13]=[N:12][CH:11]=[C:10]([CH3:14])[N:9]=2)[CH:5]=[CH:4][C:3]=1[C:15]1[C:27](=[O:28])[N:26]([CH2:29][C:30]2([OH:36])[CH2:35][CH2:34][NH:33][CH2:32][CH2:31]2)[C:18]2[N:19]=[C:20]([NH:23][CH2:24][CH3:25])[N:21]=[CH:22][C:17]=2[CH:16]=1.C=O.[CH3:39]C(O)=O.[BH4-].[Na+]. Product: [Cl:1][C:2]1[CH:7]=[C:6]([C:8]2[CH:13]=[N:12][CH:11]=[C:10]([CH3:14])[N:9]=2)[CH:5]=[CH:4][C:3]=1[C:15]1[C:27](=[O:28])[N:26]([CH2:29][C:30]2([OH:36])[CH2:35][CH2:34][N:33]([CH3:39])[CH2:32][CH2:31]2)[C:18]2[N:19]=[C:20]([NH:23][CH2:24][CH3:25])[N:21]=[CH:22][C:17]=2[CH:16]=1. The catalyst class is: 5. (2) Product: [CH3:19][N:20]1[CH:24]=[C:23]([C:25]2[CH:26]=[CH:27][C:28]([C:2]3[C:11]4[C:6](=[CH:7][CH:8]=[C:9]([N:12]5[CH2:17][CH2:16][NH:15][C:14](=[O:18])[CH2:13]5)[CH:10]=4)[CH:5]=[N:4][CH:3]=3)=[CH:29][CH:30]=2)[CH:22]=[N:21]1. The catalyst class is: 10. Reactant: Cl[C:2]1[C:11]2[C:6](=[CH:7][CH:8]=[C:9]([N:12]3[CH2:17][CH2:16][NH:15][C:14](=[O:18])[CH2:13]3)[CH:10]=2)[CH:5]=[N:4][CH:3]=1.[CH3:19][N:20]1[CH:24]=[C:23]([C:25]2[CH:30]=[CH:29][C:28](B3OC(C)(C)C(C)(C)O3)=[CH:27][CH:26]=2)[CH:22]=[N:21]1.C(=O)([O-])[O-].[Na+].[Na+].O. (3) Reactant: N#N.[Cl:3][C:4]1[CH:28]=[CH:27][CH:26]=[CH:25][C:5]=1[CH2:6][O:7][C:8](=[O:24])[NH:9][C:10]1[CH:11]=[N:12][N:13]([CH2:15][C:16]2[N:17]=[C:18]([CH:21](O)[OH:22])[O:19][CH:20]=2)[CH:14]=1.[CH3:29][Al](C)C.[NH4+].[Cl-]. Product: [Cl:3][C:4]1[CH:28]=[CH:27][CH:26]=[CH:25][C:5]=1[CH2:6][O:7][C:8](=[O:24])[NH:9][C:10]1[CH:11]=[N:12][N:13]([CH2:15][C:16]2[N:17]=[C:18]([CH:21]([OH:22])[CH3:29])[O:19][CH:20]=2)[CH:14]=1. The catalyst class is: 390.